Dataset: Full USPTO retrosynthesis dataset with 1.9M reactions from patents (1976-2016). Task: Predict the reactants needed to synthesize the given product. (1) Given the product [Cl:1][C:2]1[CH:22]=[C:21]([Cl:23])[CH:20]=[CH:19][C:3]=1[CH2:4][N:5]1[C:9]([CH2:10][CH2:11][C:12]([NH:30][S:27]([CH:25]([CH3:26])[CH3:24])(=[O:29])=[O:28])=[O:14])=[CH:8][C:7]([O:15][CH:16]([CH3:18])[CH3:17])=[N:6]1, predict the reactants needed to synthesize it. The reactants are: [Cl:1][C:2]1[CH:22]=[C:21]([Cl:23])[CH:20]=[CH:19][C:3]=1[CH2:4][N:5]1[C:9]([CH2:10][CH2:11][C:12]([OH:14])=O)=[CH:8][C:7]([O:15][CH:16]([CH3:18])[CH3:17])=[N:6]1.[CH3:24][CH:25]([S:27]([NH2:30])(=[O:29])=[O:28])[CH3:26].N12CCCN=C1CCCCC2. (2) Given the product [Br:1][C:2]1[CH:11]=[C:10]2[C:5]([C:6]([CH3:12])=[CH:7][CH:8]=[N+:9]2[O-:21])=[CH:4][CH:3]=1, predict the reactants needed to synthesize it. The reactants are: [Br:1][C:2]1[CH:11]=[C:10]2[C:5]([C:6]([CH3:12])=[CH:7][CH:8]=[N:9]2)=[CH:4][CH:3]=1.C1C=C(Cl)C=C(C(OO)=[O:21])C=1.[OH-].[Na+].